From a dataset of Forward reaction prediction with 1.9M reactions from USPTO patents (1976-2016). Predict the product of the given reaction. (1) Given the reactants [CH2:1]([C@@H:8]1[C:16]2[C:11](=[CH:12][C:13]([F:30])=[C:14]([O:17][CH2:18][CH2:19][NH:20][S:21]([C:24]3[N:25]=[CH:26][N:27]([CH3:29])[CH:28]=3)(=[O:23])=[O:22])[CH:15]=2)[CH2:10][C@@H:9]1[NH:31][C:32](=O)OCC)[C:2]1[CH:7]=[CH:6][CH:5]=[CH:4][CH:3]=1.[H-].[Al+3].[Li+].[H-].[H-].[H-].[OH-].[K+].O, predict the reaction product. The product is: [CH2:1]([C@H:8]1[C:16]2[C:11](=[CH:12][C:13]([F:30])=[C:14]([O:17][CH2:18][CH2:19][NH:20][S:21]([C:24]3[N:25]=[CH:26][N:27]([CH3:29])[CH:28]=3)(=[O:23])=[O:22])[CH:15]=2)[CH2:10][C@H:9]1[NH:31][CH3:32])[C:2]1[CH:7]=[CH:6][CH:5]=[CH:4][CH:3]=1. (2) Given the reactants [F:1][C:2]1[CH:27]=[C:26]([C:28]([O:30]C)=[O:29])[CH:25]=[CH:24][C:3]=1[O:4][C@H:5]1[CH2:9][CH2:8][N:7]([CH:10]2[CH2:15][CH2:14][N:13]([C:16]([O:18][C:19]([CH3:22])([CH3:21])[CH3:20])=[O:17])[CH2:12][CH2:11]2)[C:6]1=[O:23].C[Si](C)(C)[O-].[K+].Cl, predict the reaction product. The product is: [C:19]([O:18][C:16]([N:13]1[CH2:14][CH2:15][CH:10]([N:7]2[CH2:8][CH2:9][C@H:5]([O:4][C:3]3[CH:24]=[CH:25][C:26]([C:28]([OH:30])=[O:29])=[CH:27][C:2]=3[F:1])[C:6]2=[O:23])[CH2:11][CH2:12]1)=[O:17])([CH3:22])([CH3:20])[CH3:21]. (3) Given the reactants [Br:1][C:2]1[CH:24]=[CH:23][C:5]2[C:6]([NH:16][CH:17]([CH3:22])[C:18]([CH3:21])([CH3:20])[CH3:19])=[N:7][C:8]3[C:9](I)=[CH:10][NH:11][C:12](=[O:14])[C:13]=3[C:4]=2[CH:3]=1.[C:25]([NH:28][NH2:29])(=[O:27])[CH3:26].[C:30](P)([CH3:33])([CH3:32])[CH3:31].[H+].[B-](F)(F)(F)F.CCN(C(C)C)C(C)C.CS(C)=[O:52], predict the reaction product. The product is: [Br:1][C:2]1[CH:24]=[CH:23][C:5]2[C:6]([NH:16][CH:17]([CH3:22])[C:18]([CH3:21])([CH3:20])[CH3:19])=[N:7][C:8]3[C:9]([C:25]([NH2:28])=[O:27])=[CH:10][NH:11][C:12](=[O:14])[C:13]=3[C:4]=2[CH:3]=1.[C:25]([NH:28][NH:29][C:31]([C:30]1[C:33]2[N:7]=[C:6]([NH:16][CH:17]([CH3:22])[C:18]([CH3:21])([CH3:20])[CH3:19])[C:5]3[CH:23]=[CH:24][C:2]([Br:1])=[CH:3][C:4]=3[C:13]=2[C:12](=[O:14])[NH:11][CH:32]=1)=[O:52])(=[O:27])[CH3:26]. (4) Given the reactants [C:1]([O:5][C:6]([N:8]1[CH2:13][CH2:12][CH:11]([C:14]2[N:15]([CH2:20][CH2:21][O:22]C3CCCCO3)[CH:16]=[C:17]([Br:19])[N:18]=2)[CH2:10][CH2:9]1)=[O:7])([CH3:4])([CH3:3])[CH3:2].C1(C)C=CC(S(O)(=O)=O)=CC=1, predict the reaction product. The product is: [C:1]([O:5][C:6]([N:8]1[CH2:13][CH2:12][CH:11]([C:14]2[N:15]([CH2:20][CH2:21][OH:22])[CH:16]=[C:17]([Br:19])[N:18]=2)[CH2:10][CH2:9]1)=[O:7])([CH3:4])([CH3:3])[CH3:2].